Task: Predict the product of the given reaction.. Dataset: Forward reaction prediction with 1.9M reactions from USPTO patents (1976-2016) (1) Given the reactants [Cl:1][C:2]1[C:3](=[O:17])[N:4]([C:10]2[CH:15]=[CH:14][C:13]([Cl:16])=[CH:12][CH:11]=2)[N:5]([CH2:8][CH3:9])[C:6]=1[CH3:7].[Br:18]N1C(=O)CCC1=O, predict the reaction product. The product is: [Br:18][CH2:7][C:6]1[N:5]([CH2:8][CH3:9])[N:4]([C:10]2[CH:15]=[CH:14][C:13]([Cl:16])=[CH:12][CH:11]=2)[C:3](=[O:17])[C:2]=1[Cl:1]. (2) Given the reactants [CH2:1]([O:3][C:4]([CH:6]1[C:14]2[C:9](=[CH:10][C:11]([NH:15][C:16]3[C:21]([NH2:22])=[CH:20][CH:19]=[CH:18][N:17]=3)=[CH:12][CH:13]=2)[C:8](=[O:23])[CH2:7]1)=[O:5])[CH3:2].[CH:24](OCC)(OCC)OCC, predict the reaction product. The product is: [CH2:1]([O:3][C:4]([CH:6]1[C:14]2[C:9](=[CH:10][C:11]([N:15]3[C:16]4=[N:17][CH:18]=[CH:19][CH:20]=[C:21]4[N:22]=[CH:24]3)=[CH:12][CH:13]=2)[C:8](=[O:23])[CH2:7]1)=[O:5])[CH3:2]. (3) Given the reactants [H-].[Na+].CN(C)C=O.[CH3:8][O:9][C:10](=[O:28])[C:11]1[CH:16]=[CH:15][CH:14]=[CH:13][C:12]=1[CH2:17][S:18][C:19]1[NH:20][C:21]2[CH:27]=[CH:26][CH:25]=[CH:24][C:22]=2[N:23]=1.[C:29]([O:33][C:34](=[O:37])[CH2:35]Br)([CH3:32])([CH3:31])[CH3:30], predict the reaction product. The product is: [C:29]([O:33][C:34](=[O:37])[CH2:35][C:27]1[C:21]2[NH:20][C:19]([S:18][CH2:17][C:12]3[CH:13]=[CH:14][CH:15]=[CH:16][C:11]=3[C:10]([O:9][CH3:8])=[O:28])=[N:23][C:22]=2[CH:24]=[CH:25][CH:26]=1)([CH3:32])([CH3:31])[CH3:30]. (4) Given the reactants [CH3:1][O:2][C:3]1[CH:35]=[CH:34][C:6]([CH2:7][C@H:8]([CH:31]([CH3:33])[CH3:32])[CH2:9][C@H:10]([N:28]=[N+]=[N-])[C@@H:11]([OH:27])[CH2:12][C@@H:13]([CH:24]([CH3:26])[CH3:25])[C:14]([NH:16][CH2:17][C:18]([CH3:23])([CH3:22])[C:19]([NH2:21])=[O:20])=[O:15])=[CH:5][C:4]=1[O:36][CH2:37][CH2:38][CH2:39][O:40][CH3:41].[H][H], predict the reaction product. The product is: [CH3:1][O:2][C:3]1[CH:35]=[CH:34][C:6]([CH2:7][C@H:8]([CH:31]([CH3:33])[CH3:32])[CH2:9][C@H:10]([NH2:28])[C@@H:11]([OH:27])[CH2:12][C@@H:13]([CH:24]([CH3:25])[CH3:26])[C:14]([NH:16][CH2:17][C:18]([CH3:22])([CH3:23])[C:19]([NH2:21])=[O:20])=[O:15])=[CH:5][C:4]=1[O:36][CH2:37][CH2:38][CH2:39][O:40][CH3:41]. (5) Given the reactants Cl[C:2]1[C:11]2=[N:12][N:13](CC3C=CC(OC)=CC=3)[C:14]([C:15]([F:18])([F:17])[F:16])=[C:10]2[C:9]2[CH:8]=[CH:7][CH:6]=[CH:5][C:4]=2[N:3]=1.[CH3:28][N:29]1[CH2:34][CH2:33][N:32]([C:35]2[CH:41]=[CH:40][C:38]([NH2:39])=[CH:37][CH:36]=2)[CH2:31][CH2:30]1.Cl, predict the reaction product. The product is: [CH3:28][N:29]1[CH2:30][CH2:31][N:32]([C:35]2[CH:41]=[CH:40][C:38]([NH:39][C:2]3[C:11]4=[N:12][NH:13][C:14]([C:15]([F:17])([F:18])[F:16])=[C:10]4[C:9]4[CH:8]=[CH:7][CH:6]=[CH:5][C:4]=4[N:3]=3)=[CH:37][CH:36]=2)[CH2:33][CH2:34]1. (6) Given the reactants CO/[N:3]=[CH:4]/[C:5]1[CH:6]=[C:7]([CH:12]=[CH:13][C:14]=1[O:15][CH2:16][CH2:17][N:18]1[CH2:23][CH2:22][O:21][CH2:20][CH2:19]1)[C:8]([O:10][CH3:11])=[O:9].Cl, predict the reaction product. The product is: [NH2:3][CH2:4][C:5]1[CH:6]=[C:7]([CH:12]=[CH:13][C:14]=1[O:15][CH2:16][CH2:17][N:18]1[CH2:23][CH2:22][O:21][CH2:20][CH2:19]1)[C:8]([O:10][CH3:11])=[O:9]. (7) Given the reactants [H-].[Na+].[I:3][C:4]1[C:9]([OH:10])=[CH:8][CH:7]=[C:6]([CH3:11])[N:5]=1.[Cl:12][C:13]1[CH:18]=[C:17](Cl)[CH:16]=[CH:15][N:14]=1, predict the reaction product. The product is: [Cl:12][C:13]1[CH:18]=[C:17]([O:10][C:9]2[C:4]([I:3])=[N:5][C:6]([CH3:11])=[CH:7][CH:8]=2)[CH:16]=[CH:15][N:14]=1.